From a dataset of Full USPTO retrosynthesis dataset with 1.9M reactions from patents (1976-2016). Predict the reactants needed to synthesize the given product. (1) Given the product [C:15]([N:18]1[CH2:19][CH2:20][N:21]([C:24]2[CH:25]=[C:26]([CH:28]=[CH:29][CH:30]=2)[NH:27][C:2]2[CH:11]=[CH:10][C:5]([C:6]([O:8][CH3:9])=[O:7])=[CH:4][C:3]=2[N+:12]([O-:14])=[O:13])[CH2:22][CH2:23]1)(=[O:17])[CH3:16], predict the reactants needed to synthesize it. The reactants are: Cl[C:2]1[CH:11]=[CH:10][C:5]([C:6]([O:8][CH3:9])=[O:7])=[CH:4][C:3]=1[N+:12]([O-:14])=[O:13].[C:15]([N:18]1[CH2:23][CH2:22][N:21]([C:24]2[CH:25]=[C:26]([CH:28]=[CH:29][CH:30]=2)[NH2:27])[CH2:20][CH2:19]1)(=[O:17])[CH3:16].C(N(CC)CC)C. (2) Given the product [CH2:12]([O:19][CH2:20][CH2:21][O:22][CH2:23][C:24]1[CH:25]=[CH:26][C:27]([CH:30]2[CH:31]([O:64][CH2:65][C:66]3[CH:75]=[CH:74][C:73]4[C:68](=[CH:69][CH:70]=[CH:71][CH:72]=4)[CH:67]=3)[CH2:32][N:33]([C:57]([O:59][C:60]([CH3:61])([CH3:62])[CH3:63])=[O:58])[CH2:34][CH:35]2[CH2:36][OH:37])=[CH:28][CH:29]=1)[C:13]1[CH:14]=[CH:15][CH:16]=[CH:17][CH:18]=1, predict the reactants needed to synthesize it. The reactants are: C(OCCI)C1C=CC=CC=1.[CH2:12]([O:19][CH2:20][CH2:21][O:22][CH2:23][C:24]1[CH:29]=[CH:28][C:27]([CH:30]2[CH:35]([CH2:36][O:37]C(C3C=CC=CC=3)(C3C=CC=CC=3)C3C=CC=CC=3)[CH2:34][N:33]([C:57]([O:59][C:60]([CH3:63])([CH3:62])[CH3:61])=[O:58])[CH2:32][CH:31]2[O:64][CH2:65][C:66]2[CH:75]=[CH:74][C:73]3[C:68](=[CH:69][CH:70]=[CH:71][CH:72]=3)[CH:67]=2)=[CH:26][CH:25]=1)[C:13]1[CH:18]=[CH:17][CH:16]=[CH:15][CH:14]=1.FC(F)(F)C(O)=O.FC(F)(F)C(OC(=O)C(F)(F)F)=O. (3) Given the product [F:12][C:13]1[CH:18]=[CH:17][C:16]([N:19]2[C:24](=[O:25])[C:23]([N:1]3[CH2:6][CH2:5][CH2:4][CH2:3][CH2:2]3)=[C:22]([C:28]3[CH:29]=[CH:30][C:31]([S:34][CH3:35])=[CH:32][CH:33]=3)[CH:21]=[N:20]2)=[CH:15][CH:14]=1, predict the reactants needed to synthesize it. The reactants are: [NH:1]1[CH2:6][CH2:5][CH2:4][CH2:3][CH2:2]1.[Li]CCCC.[F:12][C:13]1[CH:18]=[CH:17][C:16]([N:19]2[C:24](=[O:25])[C:23](OC)=[C:22]([C:28]3[CH:33]=[CH:32][C:31]([S:34][CH3:35])=[CH:30][CH:29]=3)[CH:21]=[N:20]2)=[CH:15][CH:14]=1.[NH2-].[Li+].